This data is from Retrosynthesis with 50K atom-mapped reactions and 10 reaction types from USPTO. The task is: Predict the reactants needed to synthesize the given product. Given the product O=C1Nc2cc(F)ccc2N2CCN(Cc3ccncc3)CC12, predict the reactants needed to synthesize it. The reactants are: ClCc1ccncc1.O=C1Nc2cc(F)ccc2N2CCNCC12.